Dataset: Reaction yield outcomes from USPTO patents with 853,638 reactions. Task: Predict the reaction yield, written as a fraction of the theoretical maximum amount of product (1.0 means a 100% yield; for example, 0.34 means a 34% yield). (1) The reactants are [CH2:1]([O:8][C:9]1[C:10]([F:32])=[C:11]([C:28]([F:31])=[CH:29][CH:30]=1)[CH2:12][C:13]1[C:21]2[C:16](=[N:17][CH:18]=[C:19]([C:22]3[CH:23]=[N:24][CH:25]=[CH:26][CH:27]=3)[CH:20]=2)[NH:15][CH:14]=1)[C:2]1[CH:7]=[CH:6][CH:5]=[CH:4][CH:3]=1.[H-].[Na+].[CH:35]([Si:38](Cl)([CH:42]([CH3:44])[CH3:43])[CH:39]([CH3:41])[CH3:40])([CH3:37])[CH3:36].O. The catalyst is O1CCCC1. The product is [CH2:1]([O:8][C:9]1[C:10]([F:32])=[C:11]([C:28]([F:31])=[CH:29][CH:30]=1)[CH2:12][C:13]1[C:21]2[C:16](=[N:17][CH:18]=[C:19]([C:22]3[CH:23]=[N:24][CH:25]=[CH:26][CH:27]=3)[CH:20]=2)[N:15]([Si:38]([CH:42]([CH3:44])[CH3:43])([CH:39]([CH3:41])[CH3:40])[CH:35]([CH3:37])[CH3:36])[CH:14]=1)[C:2]1[CH:7]=[CH:6][CH:5]=[CH:4][CH:3]=1. The yield is 0.890. (2) The reactants are [NH2:1][C@H:2]1[CH2:21][N:5]2[C:6](=[O:20])[N:7]([C:9]3[CH:14]=[CH:13][C:12]([O:15][C:16]([F:19])([F:18])[F:17])=[CH:11][CH:10]=3)[CH2:8][C@@H:4]2[CH2:3]1.[C:22]1([CH2:28][S:29](Cl)(=[O:31])=[O:30])[CH:27]=[CH:26][CH:25]=[CH:24][CH:23]=1.CCN(CC)CC. The catalyst is ClCCl. The product is [O:20]=[C:6]1[N:5]2[CH2:21][C@H:2]([NH:1][S:29]([CH2:28][C:22]3[CH:27]=[CH:26][CH:25]=[CH:24][CH:23]=3)(=[O:31])=[O:30])[CH2:3][C@H:4]2[CH2:8][N:7]1[C:9]1[CH:14]=[CH:13][C:12]([O:15][C:16]([F:19])([F:17])[F:18])=[CH:11][CH:10]=1. The yield is 0.670. (3) The product is [ClH:1].[Cl:48][C:6]1[CH:5]=[N+:4]([O-:49])[CH:3]=[C:2]([Cl:1])[C:7]=1[CH2:8][C@@H:9]([C:33]1[CH:38]=[CH:37][C:36]([O:39][CH:40]([F:41])[F:42])=[C:35]([O:43][CH2:44][CH:45]2[CH2:46][CH2:47]2)[CH:34]=1)[O:10][C:11](=[O:32])[C:12]1[CH:17]=[CH:16][C:15]([OH:18])=[C:14]([N:19]([CH2:24][CH2:25][N:26]2[CH2:27][CH2:28][O:29][CH2:30][CH2:31]2)[S:20]([CH3:23])(=[O:21])=[O:22])[CH:13]=1. The reactants are [Cl:1][C:2]1[CH:3]=[N+:4]([O-:49])[CH:5]=[C:6]([Cl:48])[C:7]=1[CH2:8][C@@H:9]([C:33]1[CH:38]=[CH:37][C:36]([O:39][CH:40]([F:42])[F:41])=[C:35]([O:43][CH2:44][CH:45]2[CH2:47][CH2:46]2)[CH:34]=1)[O:10][C:11](=[O:32])[C:12]1[CH:17]=[CH:16][C:15]([OH:18])=[C:14]([N:19]([CH2:24][CH2:25][N:26]2[CH2:31][CH2:30][O:29][CH2:28][CH2:27]2)[S:20]([CH3:23])(=[O:22])=[O:21])[CH:13]=1.Cl.CCOCC.CCOCC. The catalyst is C(OCC)(=O)C. The yield is 0.670. (4) The reactants are C([O:8][C:9]1[CH:10]=[C:11]([CH:34]=[CH:35][CH:36]=1)[CH2:12][N:13]1[C:21]2[C:16](=[CH:17][CH:18]=[CH:19][CH:20]=2)[C:15]2([CH2:25][O:24][C:23]3[CH:26]=[C:27]4[C:31](=[CH:32][C:22]2=3)[CH2:30][CH2:29][O:28]4)[C:14]1=[O:33])C1C=CC=CC=1. The catalyst is [Pd].CO. The product is [OH:8][C:9]1[CH:10]=[C:11]([CH:34]=[CH:35][CH:36]=1)[CH2:12][N:13]1[C:21]2[C:16](=[CH:17][CH:18]=[CH:19][CH:20]=2)[C:15]2([CH2:25][O:24][C:23]3[CH:26]=[C:27]4[C:31](=[CH:32][C:22]2=3)[CH2:30][CH2:29][O:28]4)[C:14]1=[O:33]. The yield is 0.930. (5) The reactants are [CH2:1]([NH:3][C:4]([C:6]1[S:7][CH:8]=[CH:9][C:10]=1[CH3:11])=[O:5])[CH3:2].[Br:12]N1C(=O)CCC1=O. No catalyst specified. The product is [Br:12][C:8]1[S:7][C:6]([C:4]([NH:3][CH2:1][CH3:2])=[O:5])=[C:10]([CH3:11])[CH:9]=1. The yield is 0.920. (6) The reactants are C([O:3][C:4](=[O:35])[CH2:5][CH:6]([C:29]1[CH:34]=[CH:33][CH:32]=[CH:31][CH:30]=1)[N:7]1[C:15]2[C:10](=[CH:11][C:12]([O:16][CH2:17][CH2:18][C:19]3[CH:28]=[CH:27][C:26]4[CH2:25][CH2:24][CH2:23][NH:22][C:21]=4[N:20]=3)=[CH:13][CH:14]=2)[CH:9]=[CH:8]1)C.C1COCC1.CO.O.O.[OH-].[Li+].Cl. The catalyst is C(OCC)(=O)C. The product is [C:29]1([CH:6]([N:7]2[C:15]3[C:10](=[CH:11][C:12]([O:16][CH2:17][CH2:18][C:19]4[CH:28]=[CH:27][C:26]5[CH2:25][CH2:24][CH2:23][NH:22][C:21]=5[N:20]=4)=[CH:13][CH:14]=3)[CH:9]=[CH:8]2)[CH2:5][C:4]([OH:35])=[O:3])[CH:34]=[CH:33][CH:32]=[CH:31][CH:30]=1. The yield is 0.660.